From a dataset of Forward reaction prediction with 1.9M reactions from USPTO patents (1976-2016). Predict the product of the given reaction. The product is: [F:21][C:14]1[CH:13]=[C:12]2[C:17]([C:18](=[O:20])[CH:19]=[C:10]([C:8]([NH:7][CH:4]3[CH2:3][CH2:2][N:1]([CH2:22]/[CH:23]=[CH:24]/[C:25]4[CH:30]=[CH:29][CH:28]=[CH:27][CH:26]=4)[CH2:6][CH2:5]3)=[O:9])[O:11]2)=[CH:16][CH:15]=1. Given the reactants [NH:1]1[CH2:6][CH2:5][CH:4]([NH:7][C:8]([C:10]2[O:11][C:12]3[C:17]([C:18](=[O:20])[CH:19]=2)=[CH:16][CH:15]=[C:14]([F:21])[CH:13]=3)=[O:9])[CH2:3][CH2:2]1.[CH2:22](Cl)[CH:23]=[CH:24][C:25]1[CH:30]=[CH:29][CH:28]=[CH:27][CH:26]=1.C(N(CC)CC)C, predict the reaction product.